From a dataset of Forward reaction prediction with 1.9M reactions from USPTO patents (1976-2016). Predict the product of the given reaction. (1) Given the reactants [Cl:1][C:2]1[CH:3]=[C:4]2[C:8](=[CH:9][CH:10]=1)[N:7]([C:11]1[N:15]([CH3:16])[N:14]=[C:13]([CH3:17])[C:12]=1/[CH:18]=[CH:19]/[C:20]([OH:22])=O)[CH:6]=[CH:5]2.CC1C=CC=C([N+]([O-])=O)C=1C(OC(=O)C1C([N+]([O-])=O)=CC=CC=1C)=O.[S:48](=[O:56])(=[O:55])([O:50][CH2:51][CH2:52][CH2:53][CH3:54])[NH2:49].[Cl-].[NH4+], predict the reaction product. The product is: [Cl:1][C:2]1[CH:3]=[C:4]2[C:8](=[CH:9][CH:10]=1)[N:7]([C:11]1[N:15]([CH3:16])[N:14]=[C:13]([CH3:17])[C:12]=1/[CH:18]=[CH:19]/[C:20]([NH:49][S:48](=[O:56])(=[O:55])[O:50][CH2:51][CH2:52][CH2:53][CH3:54])=[O:22])[CH:6]=[CH:5]2. (2) Given the reactants Cl[C:2]1[N:3]=[C:4]([N:24]2[CH2:29][CH2:28][O:27][CH2:26][CH2:25]2)[C:5]2[S:10][C:9]([C:11]([N:14]3[CH2:19][CH2:18][N:17]([S:20]([CH3:23])(=[O:22])=[O:21])[CH2:16][CH2:15]3)([CH3:13])[CH3:12])=[CH:8][C:6]=2[N:7]=1.[NH2:30][C:31]1[N:36]=[CH:35][C:34](B2OC(C)(C)C(C)(C)O2)=[CH:33][N:32]=1, predict the reaction product. The product is: [CH3:23][S:20]([N:17]1[CH2:18][CH2:19][N:14]([C:11]([C:9]2[S:10][C:5]3[C:4]([N:24]4[CH2:29][CH2:28][O:27][CH2:26][CH2:25]4)=[N:3][C:2]([C:34]4[CH:33]=[N:32][C:31]([NH2:30])=[N:36][CH:35]=4)=[N:7][C:6]=3[CH:8]=2)([CH3:13])[CH3:12])[CH2:15][CH2:16]1)(=[O:22])=[O:21]. (3) The product is: [Br:1][C:2]1[C:3]([O:10][CH3:12])=[C:4]([CH:7]=[CH:8][CH:9]=1)[C:5]#[N:6]. Given the reactants [Br:1][C:2]1[C:3]([OH:10])=[C:4]([CH:7]=[CH:8][CH:9]=1)[C:5]#[N:6].Br[C:12]1C(O)=C(C=C(Br)C=1)C#N.IC.C([O-])([O-])=O.[K+].[K+], predict the reaction product. (4) Given the reactants [CH3:1][O:2][C:3](=[O:18])[C@H:4]([CH2:10][C:11]1[CH:16]=[CH:15][C:14]([I:17])=[CH:13][CH:12]=1)[N:5](C(=O)C)[CH3:6].S(Cl)([Cl:22])(=O)=O, predict the reaction product. The product is: [ClH:22].[CH3:1][O:2][C:3](=[O:18])[C@H:4]([CH2:10][C:11]1[CH:12]=[CH:13][C:14]([I:17])=[CH:15][CH:16]=1)[NH:5][CH3:6]. (5) Given the reactants [CH3:1][O:2][C:3](=[O:38])[C@H:4]([N:8]1[CH2:16][C:15]2[C:10](=[CH:11][C:12]([C:17]3[CH:22]=[CH:21][C:20]([NH:23][C:24]([NH:26][C:27]4[CH:32]=[CH:31][CH:30]=[C:29]([C:33]([F:36])([F:35])[F:34])[CH:28]=4)=[O:25])=[CH:19][CH:18]=3)=[CH:13][CH:14]=2)[C:9]1=[O:37])[CH:5](C)C.Br[C:40]1C=C2C(CN(C(C)(C)C(OC)=O)C2=O)=CC=1.CC1(C)C(C)(C)OB(C2C=CC(NC(NC3C=CC=C(C(F)(F)F)C=3)=O)=CC=2)O1, predict the reaction product. The product is: [CH3:5][C:4]([N:8]1[CH2:16][C:15]2[C:10](=[CH:11][C:12]([C:17]3[CH:18]=[CH:19][C:20]([NH:23][C:24]([NH:26][C:27]4[CH:32]=[CH:31][CH:30]=[C:29]([C:33]([F:34])([F:36])[F:35])[CH:28]=4)=[O:25])=[CH:21][CH:22]=3)=[CH:13][CH:14]=2)[C:9]1=[O:37])([CH3:40])[C:3]([O:2][CH3:1])=[O:38]. (6) Given the reactants [Cl:1][C:2]1[CH:7]=[CH:6][C:5]([OH:8])=[C:4]([S:9][C:10]2[CH:15]=[CH:14][C:13]([S:16]([CH3:19])(=[O:18])=[O:17])=[CH:12][C:11]=2[Cl:20])[CH:3]=1.C([N:40]1[CH:44]=[C:43]([CH2:45]O)[N:42]=[CH:41]1)(C1C=CC=CC=1)(C1C=CC=CC=1)C1C=CC=CC=1.C1(P(C2C=CC=CC=2)C2C=CC=CC=2)C=CC=CC=1, predict the reaction product. The product is: [Cl:1][C:2]1[CH:7]=[CH:6][C:5]([O:8][CH2:45][C:43]2[N:42]=[CH:41][NH:40][CH:44]=2)=[C:4]([S:9][C:10]2[CH:15]=[CH:14][C:13]([S:16]([CH3:19])(=[O:18])=[O:17])=[CH:12][C:11]=2[Cl:20])[CH:3]=1. (7) Given the reactants [F:1][C:2]1[CH:7]=[C:6](B2OC(C)(C)C(C)(C)O2)[CH:5]=[CH:4][C:3]=1[C:17]1[S:21][C:20]([NH2:22])=[N:19][N:18]=1.Br[C:24]1[CH:29]=[CH:28][CH:27]=[CH:26][C:25]=1[S:30]([N:33]1[CH2:38][CH2:37][S:36](=[O:40])(=[O:39])[CH2:35][CH2:34]1)(=[O:32])=[O:31], predict the reaction product. The product is: [NH2:22][C:20]1[S:21][C:17]([C:3]2[CH:4]=[CH:5][C:6]([C:24]3[CH:29]=[CH:28][CH:27]=[CH:26][C:25]=3[S:30]([N:33]3[CH2:34][CH2:35][S:36](=[O:39])(=[O:40])[CH2:37][CH2:38]3)(=[O:31])=[O:32])=[CH:7][C:2]=2[F:1])=[N:18][N:19]=1. (8) Given the reactants C[O:2][C:3]1[CH:4]=[C:5]([CH:9]=[C:10]([CH3:14])[C:11]=1[O:12]C)[C:6]([OH:8])=[O:7].Cl.N1C=CC=CC=1.C(O)(=O)CC(CC(O)=O)(C(O)=O)O, predict the reaction product. The product is: [OH:2][C:3]1[CH:4]=[C:5]([CH:9]=[C:10]([CH3:14])[C:11]=1[OH:12])[C:6]([OH:8])=[O:7]. (9) The product is: [Br:1][C:2]1[CH:3]=[C:4]([CH2:9][C@@H:10]([OH:14])[C:11]([OH:13])=[O:12])[CH:5]=[CH:6][C:7]=1[Br:8]. Given the reactants [Br:1][C:2]1[CH:3]=[C:4]([CH2:9][C:10](=[O:14])[C:11]([OH:13])=[O:12])[CH:5]=[CH:6][C:7]=1[Br:8].C(N(CC)CC)C.[OH-].[Na+].C(OC)(C)(C)C, predict the reaction product.